Task: Predict the reactants needed to synthesize the given product.. Dataset: Full USPTO retrosynthesis dataset with 1.9M reactions from patents (1976-2016) (1) Given the product [C:1]([O:5][C:6]([C:8]1[S:22][C:11]2=[CH:12][CH:13]=[C:14]3[C:19]([N:18]=[C:17]([S:20][CH3:21])[N:16]=[CH:15]3)=[C:10]2[CH:9]=1)=[O:7])([CH3:4])([CH3:3])[CH3:2], predict the reactants needed to synthesize it. The reactants are: [C:1]([O:5][C:6]([C:8]1[S:22][C:11]2[CH2:12][CH2:13][C:14]3[CH:15]=[N:16][C:17]([S:20][CH3:21])=[N:18][C:19]=3[C:10]=2[CH:9]=1)=[O:7])([CH3:4])([CH3:3])[CH3:2].C(C1C(=O)C(Cl)=C(Cl)C(=O)C=1C#N)#N. (2) Given the product [ClH:34].[O:1]1[C:10]2[CH:9]=[C:8]([CH2:11][NH:12][CH2:13][CH:14]3[CH2:19][CH2:18][CH2:17][N:16]([CH2:20][CH2:21][N:22]4[C:31]5[C:26](=[N:27][CH:28]=[C:29]([F:32])[CH:30]=5)[CH:25]=[CH:24][C:23]4=[O:33])[CH2:15]3)[N:7]=[CH:6][C:5]=2[O:4][CH2:3][CH2:2]1, predict the reactants needed to synthesize it. The reactants are: [O:1]1[C:10]2[CH:9]=[C:8]([CH2:11][NH:12][CH2:13][CH:14]3[CH2:19][CH2:18][CH2:17][N:16]([CH2:20][CH2:21][N:22]4[C:31]5[C:26](=[N:27][CH:28]=[C:29]([F:32])[CH:30]=5)[CH:25]=[CH:24][C:23]4=[O:33])[CH2:15]3)[N:7]=[CH:6][C:5]=2[O:4][CH2:3][CH2:2]1.[ClH:34].C(OCC)(=O)C. (3) The reactants are: [N+:1]([C:4]1[CH:5]=[C:6]([S:10](Cl)(=[O:12])=[O:11])[CH:7]=[CH:8][CH:9]=1)([O-])=O.[NH:14]1[CH2:20][CH2:19][CH2:18][C@H:15]1[CH2:16][OH:17]. Given the product [NH2:1][C:4]1[CH:5]=[C:6]([S:10]([N:14]2[CH2:20][CH2:19][CH2:18][C@H:15]2[CH2:16][OH:17])(=[O:12])=[O:11])[CH:7]=[CH:8][CH:9]=1, predict the reactants needed to synthesize it. (4) Given the product [CH3:1][O:2][C:3]1[CH:28]=[CH:27][CH:26]=[CH:25][C:4]=1[CH2:5][NH:6][C:7]([C:9]1[N:13]([CH2:14][CH:15]2[CH2:20][CH2:19][N:18]([CH2:36][CH2:37][N:38]([CH3:46])[C:39](=[O:45])[O:40][C:41]([CH3:43])([CH3:42])[CH3:44])[CH2:17][CH2:16]2)[N:12]=[C:11]([C:21]([F:22])([F:23])[F:24])[CH:10]=1)=[O:8], predict the reactants needed to synthesize it. The reactants are: [CH3:1][O:2][C:3]1[CH:28]=[CH:27][CH:26]=[CH:25][C:4]=1[CH2:5][NH:6][C:7]([C:9]1[N:13]([CH2:14][CH:15]2[CH2:20][CH2:19][NH:18][CH2:17][CH2:16]2)[N:12]=[C:11]([C:21]([F:24])([F:23])[F:22])[CH:10]=1)=[O:8].C(=O)([O-])[O-].[K+].[K+].Br[CH2:36][CH2:37][N:38]([CH3:46])[C:39](=[O:45])[O:40][C:41]([CH3:44])([CH3:43])[CH3:42].Br[C@H]1CCN(C(OC(C)(C)C)=O)C1.OCCN(C)C(=O)OC(C)(C)C. (5) Given the product [CH:3]([S:4]([O:17][CH:15]([CH3:16])[CH3:14])(=[O:6])=[O:5])=[CH2:2], predict the reactants needed to synthesize it. The reactants are: Cl[CH2:2][CH2:3][S:4](Cl)(=[O:6])=[O:5].N1C=CC=CC=1.[CH3:14][CH:15]([OH:17])[CH3:16].